Task: Predict the reactants needed to synthesize the given product.. Dataset: Full USPTO retrosynthesis dataset with 1.9M reactions from patents (1976-2016) (1) Given the product [NH2:5][CH:4]([C:3]1([N:2]([CH3:8])[CH3:1])[CH2:12][CH2:11][CH2:10][CH2:9]1)[CH2:26][C:16]1[CH:20]=[CH:19][CH:18]=[CH:17][CH:21]=1, predict the reactants needed to synthesize it. The reactants are: [CH3:1][N:2]([CH3:8])[CH2:3][CH2:4][N:5](C)C.[CH2:9]([Li])[CH2:10][CH2:11][CH3:12].CN(C)[C:16]1([C:21]#N)[CH2:20][CH2:19][CH2:18][CH2:17]1.[BH4-].[Na+].[C:26](=O)([O-])O.[Na+]. (2) Given the product [CH3:20][O:21][C:22]([C@@H:23]([NH:24][C:25]([C:38]1[CH:43]=[CH:42][CH:41]=[CH:40][CH:39]=1)([C:26]1[CH:27]=[CH:28][CH:29]=[CH:30][CH:31]=1)[C:32]1[CH:37]=[CH:36][CH:35]=[CH:34][CH:33]=1)[CH2:44][N:6]1[C:5](=[O:7])[C:4]2([CH2:8][CH2:9][N:10]([C:13]([O:15][C:16]([CH3:19])([CH3:18])[CH3:17])=[O:14])[CH2:11][CH2:12]2)[NH:3][C:2]1=[O:1])=[O:46], predict the reactants needed to synthesize it. The reactants are: [O:1]=[C:2]1[NH:6][C:5](=[O:7])[C:4]2([CH2:12][CH2:11][N:10]([C:13]([O:15][C:16]([CH3:19])([CH3:18])[CH3:17])=[O:14])[CH2:9][CH2:8]2)[NH:3]1.[CH3:20][O:21][C:22](=[O:46])[C@H:23]([CH2:44]O)[NH:24][C:25]([C:38]1[CH:43]=[CH:42][CH:41]=[CH:40][CH:39]=1)([C:32]1[CH:37]=[CH:36][CH:35]=[CH:34][CH:33]=1)[C:26]1[CH:31]=[CH:30][CH:29]=[CH:28][CH:27]=1.C1(P(C2C=CC=CC=2)C2C=CC=CC=2)C=CC=CC=1.N(C(OCC)=O)=NC(OCC)=O. (3) Given the product [CH2:1]([O:8][C:9]1[CH:10]=[C:11]([CH:36]=[CH:37][CH:38]=1)[CH2:12][O:13][C:14]1[C:19]2[CH:20]=[C:21]([C:23]3[N:24]=[C:25]4[N:29]([CH:30]=3)[N:28]=[C:27]([O:40][CH3:39])[S:26]4)[O:22][C:18]=2[CH:17]=[C:16]([NH:32][C:33](=[O:35])[CH3:34])[CH:15]=1)[C:2]1[CH:7]=[CH:6][CH:5]=[CH:4][CH:3]=1, predict the reactants needed to synthesize it. The reactants are: [CH2:1]([O:8][C:9]1[CH:10]=[C:11]([CH:36]=[CH:37][CH:38]=1)[CH2:12][O:13][C:14]1[C:19]2[CH:20]=[C:21]([C:23]3[N:24]=[C:25]4[N:29]([CH:30]=3)[N:28]=[C:27](Br)[S:26]4)[O:22][C:18]=2[CH:17]=[C:16]([NH:32][C:33](=[O:35])[CH3:34])[CH:15]=1)[C:2]1[CH:7]=[CH:6][CH:5]=[CH:4][CH:3]=1.[CH3:39][O-:40].[Na+]. (4) The reactants are: [NH2:1][C:2]1[CH:3]=[C:4]([CH:9]2[CH2:14][CH2:13][N:12]([C:15]([O:17][C:18]([CH3:21])([CH3:20])[CH3:19])=[O:16])[CH2:11][CH2:10]2)[CH:5]=[N:6][C:7]=1[NH2:8].[O:22]([CH2:29][C:30]1[CH:37]=[CH:36][C:33]([CH:34]=O)=[CH:32][CH:31]=1)[C:23]1[CH:28]=[CH:27][CH:26]=[CH:25][CH:24]=1.C(OI(C1C=CC=CC=1)OC(=O)C)(=O)C. Given the product [O:22]([CH2:29][C:30]1[CH:31]=[CH:32][C:33]([C:34]2[NH:8][C:7]3=[N:6][CH:5]=[C:4]([CH:9]4[CH2:14][CH2:13][N:12]([C:15]([O:17][C:18]([CH3:21])([CH3:20])[CH3:19])=[O:16])[CH2:11][CH2:10]4)[CH:3]=[C:2]3[N:1]=2)=[CH:36][CH:37]=1)[C:23]1[CH:24]=[CH:25][CH:26]=[CH:27][CH:28]=1, predict the reactants needed to synthesize it. (5) Given the product [CH:1]1[N:5]=[CH:4][N:3]([CH2:6][C:7]([P:9]([OH:12])([OH:11])=[O:10])([P:13]([OH:15])([OH:16])=[O:14])[OH:8])[CH:2]=1, predict the reactants needed to synthesize it. The reactants are: [CH:1]1[N:5]=[CH:4][N:3]([CH2:6][C:7]([P:13]([OH:16])([OH:15])=[O:14])([P:9]([OH:12])([OH:11])=[O:10])[OH:8])[CH:2]=1.O. (6) Given the product [C:17]([NH2:8])(=[O:18])[C:16]1[CH:11]=[CH:12][CH:13]=[CH:14][CH:15]=1, predict the reactants needed to synthesize it. The reactants are: O=C1C([N:8]2[C:17](=[O:18])[C:16]3[C:11](=[CH:12][CH:13]=[CH:14][CH:15]=3)NC2=O)CCC(=O)N1.C(O)(=O)C1C(=CC=CC=1)N.N=C=N. (7) Given the product [Cl:1][C:11]1[CH:12]=[C:13]([C:15]([O:17][CH2:18][CH3:19])=[O:16])[NH:14][C:10]=1[CH3:9], predict the reactants needed to synthesize it. The reactants are: [Cl:1]N1C(=O)CCC1=O.[CH3:9][C:10]1[NH:14][C:13]([C:15]([O:17][CH2:18][CH3:19])=[O:16])=[CH:12][CH:11]=1.[OH-].[Na+]. (8) The reactants are: [C:1](N1C=CN=C1)(N1C=CN=C1)=O.[C:13]([OH:21])(=O)[C:14]1[CH:19]=[CH:18][CH:17]=[N:16][CH:15]=1.[C:22]([O:25][C:26]([CH3:29])(C)C)(=[O:24])[CH3:23].C([N-]C(C)C)(C)C.[Li+].Cl.FC(F)(F)C(O)=O.C(=O)(O)[O-].[Na+]. Given the product [O:21]=[C:13]([C:14]1[CH:15]=[N:16][CH:17]=[CH:18][CH:19]=1)[CH2:1][CH2:23][C:22]([O:25][CH2:26][CH3:29])=[O:24], predict the reactants needed to synthesize it.